From a dataset of Forward reaction prediction with 1.9M reactions from USPTO patents (1976-2016). Predict the product of the given reaction. (1) The product is: [Br:3][C:4]1[CH:9]=[CH:8][C:7]([CH:10]([CH:18]=[O:19])[C:11]#[N:12])=[CH:6][C:5]=1[O:13][CH3:14]. Given the reactants [H-].[Na+].[Br:3][C:4]1[CH:9]=[CH:8][C:7]([CH2:10][C:11]#[N:12])=[CH:6][C:5]=1[O:13][CH3:14].O.C1C[O:19][CH2:18]C1, predict the reaction product. (2) Given the reactants C([O:3][C:4]([C:6]1([C:10]2[CH:15]=[C:14]([O:16][CH2:17][C:18]([F:21])([F:20])[F:19])[C:13]([C:22]3[CH:27]=[CH:26][C:25]([C:28]([F:31])([F:30])[F:29])=[CH:24][CH:23]=3)=[C:12]([Cl:32])[CH:11]=2)[CH2:9][CH2:8][CH2:7]1)=[O:5])C.[Li+].[OH-], predict the reaction product. The product is: [Cl:32][C:12]1[CH:11]=[C:10]([C:6]2([C:4]([OH:5])=[O:3])[CH2:7][CH2:8][CH2:9]2)[CH:15]=[C:14]([O:16][CH2:17][C:18]([F:20])([F:21])[F:19])[C:13]=1[C:22]1[CH:23]=[CH:24][C:25]([C:28]([F:29])([F:30])[F:31])=[CH:26][CH:27]=1.